Dataset: NCI-60 drug combinations with 297,098 pairs across 59 cell lines. Task: Regression. Given two drug SMILES strings and cell line genomic features, predict the synergy score measuring deviation from expected non-interaction effect. (1) Drug 1: CCCCC(=O)OCC(=O)C1(CC(C2=C(C1)C(=C3C(=C2O)C(=O)C4=C(C3=O)C=CC=C4OC)O)OC5CC(C(C(O5)C)O)NC(=O)C(F)(F)F)O. Drug 2: C1CN1C2=NC(=NC(=N2)N3CC3)N4CC4. Cell line: HOP-92. Synergy scores: CSS=41.0, Synergy_ZIP=1.72, Synergy_Bliss=7.63, Synergy_Loewe=-3.62, Synergy_HSA=6.02. (2) Drug 1: CC1=C(C=C(C=C1)NC(=O)C2=CC=C(C=C2)CN3CCN(CC3)C)NC4=NC=CC(=N4)C5=CN=CC=C5. Drug 2: CC1CCC2CC(C(=CC=CC=CC(CC(C(=O)C(C(C(=CC(C(=O)CC(OC(=O)C3CCCCN3C(=O)C(=O)C1(O2)O)C(C)CC4CCC(C(C4)OC)OCCO)C)C)O)OC)C)C)C)OC. Cell line: NCI-H460. Synergy scores: CSS=0.983, Synergy_ZIP=-1.70, Synergy_Bliss=-2.15, Synergy_Loewe=-18.0, Synergy_HSA=-5.71. (3) Drug 1: CC1=CC2C(CCC3(C2CCC3(C(=O)C)OC(=O)C)C)C4(C1=CC(=O)CC4)C. Drug 2: C1CN1P(=S)(N2CC2)N3CC3. Cell line: MOLT-4. Synergy scores: CSS=51.4, Synergy_ZIP=-2.19, Synergy_Bliss=-2.45, Synergy_Loewe=-32.1, Synergy_HSA=-0.249. (4) Drug 1: CC1OCC2C(O1)C(C(C(O2)OC3C4COC(=O)C4C(C5=CC6=C(C=C35)OCO6)C7=CC(=C(C(=C7)OC)O)OC)O)O. Drug 2: CCC1(C2=C(COC1=O)C(=O)N3CC4=CC5=C(C=CC(=C5CN(C)C)O)N=C4C3=C2)O.Cl. Cell line: SN12C. Synergy scores: CSS=50.7, Synergy_ZIP=-14.0, Synergy_Bliss=-5.28, Synergy_Loewe=-7.79, Synergy_HSA=-0.474. (5) Drug 1: CS(=O)(=O)C1=CC(=C(C=C1)C(=O)NC2=CC(=C(C=C2)Cl)C3=CC=CC=N3)Cl. Drug 2: CC1=C(C(=O)C2=C(C1=O)N3CC4C(C3(C2COC(=O)N)OC)N4)N. Cell line: MDA-MB-231. Synergy scores: CSS=16.2, Synergy_ZIP=-3.69, Synergy_Bliss=0.630, Synergy_Loewe=-14.4, Synergy_HSA=1.22. (6) Drug 1: C1C(C(OC1N2C=C(C(=O)NC2=O)F)CO)O. Drug 2: C1C(C(OC1N2C=NC3=C2NC=NCC3O)CO)O. Cell line: HT29. Synergy scores: CSS=28.0, Synergy_ZIP=-5.60, Synergy_Bliss=-2.98, Synergy_Loewe=-21.9, Synergy_HSA=-1.78.